This data is from Reaction yield outcomes from USPTO patents with 853,638 reactions. The task is: Predict the reaction yield, written as a fraction of the theoretical maximum amount of product (1.0 means a 100% yield; for example, 0.34 means a 34% yield). (1) The reactants are [Br:1][C:2]1[C:3]([CH3:9])=[CH:4][C:5]([NH2:8])=[N:6][CH:7]=1.Cl[CH2:11][CH:12]=O.O. The catalyst is C(O)C. The product is [Br:1][C:2]1[C:3]([CH3:9])=[CH:4][C:5]2[N:6]([CH:11]=[CH:12][N:8]=2)[CH:7]=1. The yield is 0.940. (2) The reactants are [Cl:1][C:2]1[C:7]([CH2:8][NH:9][CH2:10][C@@H:11]([C:13]2[CH:18]=[CH:17][CH:16]=[CH:15][CH:14]=2)[OH:12])=[CH:6][CH:5]=[C:4]([Cl:19])[N:3]=1.C=O.[C:22](O)(=O)C.C([BH3-])#N.[Na+]. The catalyst is C1COCC1. The product is [Cl:1][C:2]1[C:7]([CH2:8][N:9]([CH3:22])[CH2:10][C@@H:11]([C:13]2[CH:14]=[CH:15][CH:16]=[CH:17][CH:18]=2)[OH:12])=[CH:6][CH:5]=[C:4]([Cl:19])[N:3]=1. The yield is 1.00. (3) The reactants are [NH2:1][C:2]1[C:7]([F:8])=[CH:6][C:5]([F:9])=[C:4]([F:10])[C:3]=1[NH2:11].C(O[C:15]([CH:17]([CH3:23])[C:18]([O:20][CH2:21][CH3:22])=[O:19])=N)C. The catalyst is C(O)C. The product is [F:8][C:7]1[C:2]2[N:1]=[C:15]([CH:17]([CH3:23])[C:18]([O:20][CH2:21][CH3:22])=[O:19])[NH:11][C:3]=2[C:4]([F:10])=[C:5]([F:9])[CH:6]=1. The yield is 0.420. (4) The reactants are Cl.[CH3:2][NH:3][CH3:4].C[Al](C)C.[O:9]([C:16]1[CH:17]=[C:18]([N:22]([CH2:30][C:31]2[CH:32]=[C:33]([CH:38]=[CH:39][CH:40]=2)[C:34](OC)=[O:35])[CH2:23][CH:24]([OH:29])[C:25]([F:28])([F:27])[F:26])[CH:19]=[CH:20][CH:21]=1)[C:10]1[CH:15]=[CH:14][CH:13]=[CH:12][CH:11]=1.CN([Al]CCl)C. The catalyst is C1(C)C=CC=CC=1.C(OCC)(=O)C. The product is [CH3:2][N:3]([CH3:4])[C:34](=[O:35])[C:33]1[CH:38]=[CH:39][CH:40]=[C:31]([CH2:30][N:22]([C:18]2[CH:19]=[CH:20][CH:21]=[C:16]([O:9][C:10]3[CH:15]=[CH:14][CH:13]=[CH:12][CH:11]=3)[CH:17]=2)[CH2:23][CH:24]([OH:29])[C:25]([F:28])([F:27])[F:26])[CH:32]=1. The yield is 0.910. (5) The reactants are [Br:1][C:2]1[CH:3]=[C:4]([C:11]([O:13][CH3:14])=[O:12])[C:5]2[CH:6]=[N:7][NH:8][C:9]=2[CH:10]=1.[H-].[Na+].Br[CH:18]([CH3:20])[CH3:19]. The catalyst is CN(C)C=O. The product is [Br:1][C:2]1[CH:3]=[C:4]([C:11]([O:13][CH3:14])=[O:12])[C:5]2[CH:6]=[N:7][N:8]([CH:18]([CH3:20])[CH3:19])[C:9]=2[CH:10]=1.[Br:1][C:2]1[CH:3]=[C:4]([C:11]([O:13][CH3:14])=[O:12])[C:5]2[C:9]([CH:10]=1)=[N:8][N:7]([CH:18]([CH3:20])[CH3:19])[CH:6]=2. The yield is 0.400.